Dataset: Full USPTO retrosynthesis dataset with 1.9M reactions from patents (1976-2016). Task: Predict the reactants needed to synthesize the given product. (1) Given the product [C:1]([O:4][C@@H:5]1[C@@H:10]([O:11][C:12](=[O:14])[CH3:13])[C@H:9]([O:15][C:16](=[O:18])[CH3:17])[CH2:8][S:7][C@H:6]1[O:36][C:24]1[C:23]([C:20](=[O:22])[CH3:21])=[C:31]([O:32][CH3:33])[C:27]2[CH:28]=[CH:29][O:30][C:26]=2[C:25]=1[O:34][CH3:35])(=[O:3])[CH3:2], predict the reactants needed to synthesize it. The reactants are: [C:1]([O:4][C@@H:5]1[C@@H:10]([O:11][C:12](=[O:14])[CH3:13])[C@H:9]([O:15][C:16](=[O:18])[CH3:17])[CH2:8][S:7][CH:6]1Br)(=[O:3])[CH3:2].[C:20]([C:23]1[C:24]([OH:36])=[C:25]([O:34][CH3:35])[C:26]2[O:30][CH:29]=[CH:28][C:27]=2[C:31]=1[O:32][CH3:33])(=[O:22])[CH3:21]. (2) Given the product [CH3:1][O:2][C:3]([C:5]1[N:6]([C:16]2[CH:21]=[C:20]([N:30]3[CH2:31][CH2:32][N:27]([CH3:26])[CH2:28][CH2:29]3)[CH:19]=[CH:18][C:17]=2[N+:23]([O-:25])=[O:24])[CH:7]=[C:8]([C:10]2[CH:15]=[CH:14][CH:13]=[CH:12][CH:11]=2)[CH:9]=1)=[O:4], predict the reactants needed to synthesize it. The reactants are: [CH3:1][O:2][C:3]([C:5]1[N:6]([C:16]2[CH:21]=[C:20](Cl)[CH:19]=[CH:18][C:17]=2[N+:23]([O-:25])=[O:24])[CH:7]=[C:8]([C:10]2[CH:15]=[CH:14][CH:13]=[CH:12][CH:11]=2)[CH:9]=1)=[O:4].[CH3:26][N:27]1[CH2:32][CH2:31][NH:30][CH2:29][CH2:28]1.CCN(C(C)C)C(C)C. (3) Given the product [O:20]=[C:5]1[NH:4][CH2:3][CH2:2][N:6]1[C@@H:7]1[CH2:12][CH2:11][CH2:10][N:9]([C:13]([O:15][C:16]([CH3:19])([CH3:18])[CH3:17])=[O:14])[CH2:8]1, predict the reactants needed to synthesize it. The reactants are: Cl[CH2:2][CH2:3][NH:4][C:5](=[O:20])[NH:6][C@@H:7]1[CH2:12][CH2:11][CH2:10][N:9]([C:13]([O:15][C:16]([CH3:19])([CH3:18])[CH3:17])=[O:14])[CH2:8]1.[H-].[Na+]. (4) Given the product [CH3:38][S:39]([O:37][C:21]1[C:22]([O:36][S:39]([CH3:38])(=[O:41])=[O:40])=[C:23]([C:25]([NH:27][CH2:28][C:29]2[CH:34]=[CH:33][C:32]([F:35])=[CH:31][CH:30]=2)=[O:26])[N:24]=[C:19]([CH:11]([N:3]([C:4]([O:5][C:6]([CH3:9])([CH3:7])[CH3:8])=[O:10])[CH2:1][CH3:2])[CH2:12][CH2:13][C@H:14]([O:17][CH3:18])[CH2:15][O:16][S:39]([CH3:38])(=[O:41])=[O:40])[N:20]=1)(=[O:41])=[O:40], predict the reactants needed to synthesize it. The reactants are: [CH2:1]([N:3]([CH:11]([C:19]1[NH:20][C:21](=[O:37])[C:22]([OH:36])=[C:23]([C:25]([NH:27][CH2:28][C:29]2[CH:34]=[CH:33][C:32]([F:35])=[CH:31][CH:30]=2)=[O:26])[N:24]=1)[CH2:12][CH2:13][C@H:14]([O:17][CH3:18])[CH2:15][OH:16])[C:4](=[O:10])[O:5][C:6]([CH3:9])([CH3:8])[CH3:7])[CH3:2].[CH3:38][S:39](Cl)(=[O:41])=[O:40]. (5) Given the product [CH3:36][NH:37][C:2]1[N:11]=[C:10]([NH:19][CH2:18][C:17]2[CH:20]=[CH:21][C:14]([NH:13][C:33]([C:32]3[CH:31]=[CH:30][C:25]4[C:24](=[CH:29][CH:28]=[CH:27][CH:26]=4)[N:23]=3)=[O:34])=[CH:15][CH:16]=2)[C:9]2[C:4](=[CH:5][CH:6]=[CH:7][CH:8]=2)[N:3]=1, predict the reactants needed to synthesize it. The reactants are: Cl[C:2]1[N:11]=[C:10](Cl)[C:9]2[C:4](=[CH:5][CH:6]=[CH:7][CH:8]=2)[N:3]=1.[NH2:13][C:14]1[CH:21]=[CH:20][C:17]([CH2:18][NH2:19])=[CH:16][CH:15]=1.Cl[N:23]1[C:32]([C:33](Cl)=[O:34])=[CH:31][C:30]2[C:25](=[CH:26][CH:27]=[CH:28][CH:29]=2)[CH2:24]1.[CH3:36][NH2:37]. (6) Given the product [Cl:1][C:2]1[CH:3]=[C:4]([CH:7]=[C:8]([O:10][C:11]2[C:16](=[O:17])[N:15]([CH2:18][C:19]3[C:20](=[O:31])[NH:21][N:22]=[C:23]([C:25]4[CH:30]=[CH:29][CH:28]=[CH:27][CH:26]=4)[CH:24]=3)[CH:14]=[N:13][C:12]=2[C:33]([F:35])([F:36])[F:34])[CH:9]=1)[C:5]#[N:6], predict the reactants needed to synthesize it. The reactants are: [Cl:1][C:2]1[CH:3]=[C:4]([CH:7]=[C:8]([O:10][C:11]2[C:16](=[O:17])[N:15]([CH2:18][C:19]3[CH:24]=[C:23]([C:25]4[CH:30]=[CH:29][CH:28]=[CH:27][CH:26]=4)[N:22]=[N:21][C:20]=3[O:31]C)[CH:14]=[N:13][C:12]=2[C:33]([F:36])([F:35])[F:34])[CH:9]=1)[C:5]#[N:6].C[Si](Cl)(C)C. (7) Given the product [CH2:21]([N:23]([CH:24]([CH3:34])[CH2:25][C:26]1[CH:27]=[CH:28][C:29]([O:32][CH3:33])=[CH:30][CH:31]=1)[C:15]([CH2:14][O:13][C:10]1[CH:9]=[CH:8][C:7]([CH2:6][C@H:5]([O:18][CH3:19])[C:4]([OH:3])=[O:20])=[CH:12][CH:11]=1)=[O:17])[CH3:22], predict the reactants needed to synthesize it. The reactants are: C([O:3][C:4](=[O:20])[C@@H:5]([O:18][CH3:19])[CH2:6][C:7]1[CH:12]=[CH:11][C:10]([O:13][CH2:14][C:15]([OH:17])=O)=[CH:9][CH:8]=1)C.[CH2:21]([NH:23][CH:24]([CH3:34])[CH2:25][C:26]1[CH:31]=[CH:30][C:29]([O:32][CH3:33])=[CH:28][CH:27]=1)[CH3:22].C(O[C@@H](CC1C=CC(O[C@@H](C(=O)NCCC2C=CC(OC3C=CC=CC=3)=CC=2)C)=CC=1)C(O)=O)C. (8) Given the product [NH2:22][C:19]1[C:20]2[N:21]=[C:13]([C:4]3[N:3]([CH3:23])[C:2]([SH:25])=[N:6][C:5]=3[C:7]3[CH:12]=[CH:11][CH:10]=[CH:9][CH:8]=3)[S:14][C:15]=2[N:16]=[CH:17][N:18]=1, predict the reactants needed to synthesize it. The reactants are: Br[C:2]1[N:3]([CH3:23])[C:4]([C:13]2[S:14][C:15]3[N:16]=[CH:17][N:18]=[C:19]([NH2:22])[C:20]=3[N:21]=2)=[C:5]([C:7]2[CH:12]=[CH:11][CH:10]=[CH:9][CH:8]=2)[N:6]=1.C[S-:25].[Na+].